From a dataset of Forward reaction prediction with 1.9M reactions from USPTO patents (1976-2016). Predict the product of the given reaction. (1) The product is: [CH3:1][O:2][CH2:3][CH2:4][N:5]1[CH:9]=[C:8]([NH:10][C:11]([NH:13][C:14]2[CH:15]=[CH:16][C:17]([O:20][C:21]([F:23])([F:22])[F:24])=[CH:18][CH:19]=2)=[O:12])[N:7]=[C:6]1[C:25]([NH:48][CH2:47][C:43]1[CH:42]=[N:41][CH:46]=[CH:45][CH:44]=1)=[O:27]. Given the reactants [CH3:1][O:2][CH2:3][CH2:4][N:5]1[CH:9]=[C:8]([NH:10][C:11]([NH:13][C:14]2[CH:19]=[CH:18][C:17]([O:20][C:21]([F:24])([F:23])[F:22])=[CH:16][CH:15]=2)=[O:12])[N:7]=[C:6]1[C:25]([OH:27])=O.C1N=CN(C(N2C=NC=C2)=O)C=1.O.[N:41]1[CH:46]=[CH:45][CH:44]=[C:43]([CH2:47][NH2:48])[CH:42]=1, predict the reaction product. (2) Given the reactants [C:1]([O:5][C:6]([N:8]1[C@H:13]([C:14](O)=[O:15])[CH2:12][C@@H:11]2[C@H:9]1[CH2:10]2)=[O:7])([CH3:4])([CH3:3])[CH3:2], predict the reaction product. The product is: [OH:15][CH2:14][C@@H:13]1[CH2:12][C@@H:11]2[C@@H:9]([CH2:10]2)[N:8]1[C:6]([O:5][C:1]([CH3:4])([CH3:3])[CH3:2])=[O:7].